Dataset: Full USPTO retrosynthesis dataset with 1.9M reactions from patents (1976-2016). Task: Predict the reactants needed to synthesize the given product. (1) Given the product [Cl:1][C:2]1[C:7]([C:8]([NH2:19])=[O:9])=[CH:6][C:5]([F:11])=[CH:4][N:3]=1, predict the reactants needed to synthesize it. The reactants are: [Cl:1][C:2]1[C:7]([C:8](O)=[O:9])=[CH:6][C:5]([F:11])=[CH:4][N:3]=1.C(Cl)(=O)C(Cl)=O.C[N:19](C=O)C.C(OCC)(=O)C. (2) Given the product [F:20][C:14]([F:21])([C:2]1[CH:7]=[CH:6][C:5]([CH3:8])=[CH:4][C:3]=1[C:9]([F:12])([F:11])[F:10])[C:15]([O:17][CH2:18][CH3:19])=[O:16], predict the reactants needed to synthesize it. The reactants are: I[C:2]1[CH:7]=[CH:6][C:5]([CH3:8])=[CH:4][C:3]=1[C:9]([F:12])([F:11])[F:10].Br[C:14]([F:21])([F:20])[C:15]([O:17][CH2:18][CH3:19])=[O:16].[Cl-].[NH4+]. (3) Given the product [F:8][C:5]1[CH:4]=[C:3]2[C:2]([C:23](=[O:24])[NH:12][C:9]32[CH2:11][CH2:10]3)=[CH:7][CH:6]=1, predict the reactants needed to synthesize it. The reactants are: Br[C:2]1[CH:7]=[CH:6][C:5]([F:8])=[CH:4][C:3]=1[C:9]1([NH2:12])[CH2:11][CH2:10]1.CCN(C(C)C)C(C)C.C[CH2:23][O:24]C(C)=O. (4) Given the product [CH3:35][O:34][C:31]1[N:32]=[C:33]2[C:28](=[CH:29][CH:30]=1)[N:27]=[CH:26][CH:25]=[C:24]2[CH:22]1[O:21][C:20](=[O:36])[N:19]([CH2:18][CH2:17][CH2:16][NH:15][CH2:55][C:53]2[CH:52]=[CH:51][C:48]3[S:49][CH2:50][C:45](=[O:44])[NH:46][C:47]=3[N:54]=2)[CH2:23]1, predict the reactants needed to synthesize it. The reactants are: C1(N)C(F)=C(F)C(F)=C(N)C=1F.Cl.Cl.[NH2:15][CH2:16][CH2:17][CH2:18][N:19]1[CH2:23][CH:22]([C:24]2[C:33]3[C:28](=[CH:29][CH:30]=[C:31]([O:34][CH3:35])[N:32]=3)[N:27]=[CH:26][CH:25]=2)[O:21][C:20]1=[O:36].C(N(CC)CC)C.[O:44]=[C:45]1[CH2:50][S:49][C:48]2[CH:51]=[CH:52][C:53]([CH:55]=O)=[N:54][C:47]=2[NH:46]1.[BH4-].[Na+]. (5) Given the product [F:12][C:4]1[C:5]([O:10][CH3:11])=[CH:6][C:7]([O:8][CH3:9])=[C:2]([F:1])[C:3]=1[N:13]1[CH2:18][C:17]2[CH:19]=[N:20][C:21]3[N:25]([S:26]([C:29]4[CH:34]=[CH:33][CH:32]=[CH:31][CH:30]=4)(=[O:27])=[O:28])[C:24]([CH2:35][CH:36]=[O:37])=[CH:23][C:22]=3[C:16]=2[N:15]([CH3:40])[C:14]1=[O:41], predict the reactants needed to synthesize it. The reactants are: [F:1][C:2]1[C:7]([O:8][CH3:9])=[CH:6][C:5]([O:10][CH3:11])=[C:4]([F:12])[C:3]=1[N:13]1[CH2:18][C:17]2[CH:19]=[N:20][C:21]3[N:25]([S:26]([C:29]4[CH:34]=[CH:33][CH:32]=[CH:31][CH:30]=4)(=[O:28])=[O:27])[C:24](/[CH:35]=[CH:36]\[O:37]CC)=[CH:23][C:22]=3[C:16]=2[N:15]([CH3:40])[C:14]1=[O:41].O1CCCC1.Cl.O.C([O-])(O)=O.[Na+]. (6) The reactants are: [Cl-].[O:2]=[C:3]([C:6]1[CH:11]=[CH:10][CH:9]=[CH:8][CH:7]=1)[CH2:4][NH3+:5].C(Cl)Cl.[C:15](OC(=O)C)(=[O:17])[CH3:16].CCN(C(C)C)C(C)C. Given the product [O:2]=[C:3]([C:6]1[CH:11]=[CH:10][CH:9]=[CH:8][CH:7]=1)[CH2:4][NH:5][C:15](=[O:17])[CH3:16], predict the reactants needed to synthesize it. (7) Given the product [NH2:1][C:2]1[C:6]([C:7]2[CH:34]=[C:33]([Cl:35])[CH:32]=[CH:31][C:8]=2[O:9][C:10]2[C:15]([Cl:16])=[CH:14][C:13]([S:17]([NH:20][C:21]3[N:22]=[N:23][CH:24]=[CH:25][CH:26]=3)(=[O:19])=[O:18])=[C:12]([F:30])[CH:11]=2)=[CH:5][NH:4][N:3]=1, predict the reactants needed to synthesize it. The reactants are: [NH2:1][C:2]1[C:6]([C:7]2[CH:34]=[C:33]([Cl:35])[CH:32]=[CH:31][C:8]=2[O:9][C:10]2[C:15]([Cl:16])=[CH:14][C:13]([S:17]([N:20](COC)[C:21]3[N:22]=[N:23][CH:24]=[CH:25][CH:26]=3)(=[O:19])=[O:18])=[C:12]([F:30])[CH:11]=2)=[CH:5][N:4](C2CCCCO2)[N:3]=1.NC1C(C2C=C(Cl)C=CC=2OC2C(Cl)=CC(S(/N=C3/N(COC)N=CC=C/3)(=O)=O)=C(F)C=2)=CN(C2CCCCO2)N=1.